From a dataset of Catalyst prediction with 721,799 reactions and 888 catalyst types from USPTO. Predict which catalyst facilitates the given reaction. (1) Reactant: C([O:4][C:5]1[CH:10]=[CH:9][C:8]([CH:11]=[O:12])=[C:7]([N+:13]([O-:15])=[O:14])[C:6]=1[O:16][CH3:17])(=O)C.C(=O)([O-])[O-].[K+].[K+].O.Cl. Product: [OH:4][C:5]1[CH:10]=[CH:9][C:8]([CH:11]=[O:12])=[C:7]([N+:13]([O-:15])=[O:14])[C:6]=1[O:16][CH3:17]. The catalyst class is: 5. (2) Reactant: [CH2:1]([P:12](=[O:21])([O:17][CH2:18][CH:19]=[CH2:20])[O:13][CH2:14][CH:15]=[CH2:16])[P:2](=[O:11])([O:7][CH2:8][CH:9]=[CH2:10])[O:3][CH2:4][CH:5]=[CH2:6].[H-].[Na+].C(Cl)Cl.C[N:28](C=O)C. Product: [NH2:28][CH:1]([P:2](=[O:11])([O:7][CH2:8][CH:9]=[CH2:10])[O:3][CH2:4][CH:5]=[CH2:6])[P:12](=[O:21])([O:13][CH2:14][CH:15]=[CH2:16])[O:17][CH2:18][CH:19]=[CH2:20]. The catalyst class is: 1. (3) Reactant: CO[C:3]([C:5]1[S:6][CH:7]=[CH:8][C:9]=1[NH2:10])=[O:4].[CH3:11][N:12]1[C:16]([C:17]#[N:18])=[CH:15][C:14]([CH3:19])=[N:13]1.CC(C)([O-])C.[K+]. Product: [CH3:11][N:12]1[C:16]([C:17]2[N:18]=[C:3]([OH:4])[C:5]3[S:6][CH:7]=[CH:8][C:9]=3[N:10]=2)=[CH:15][C:14]([CH3:19])=[N:13]1. The catalyst class is: 7.